This data is from Catalyst prediction with 721,799 reactions and 888 catalyst types from USPTO. The task is: Predict which catalyst facilitates the given reaction. Reactant: Br[C:2]1[CH:8]=[CH:7][CH:6]=[C:5]([CH3:9])[C:3]=1[NH2:4].[C:10]([Cu])#[N:11].N. Product: [NH2:4][C:3]1[C:5]([CH3:9])=[CH:6][CH:7]=[CH:8][C:2]=1[C:10]#[N:11]. The catalyst class is: 37.